Dataset: Reaction yield outcomes from USPTO patents with 853,638 reactions. Task: Predict the reaction yield, written as a fraction of the theoretical maximum amount of product (1.0 means a 100% yield; for example, 0.34 means a 34% yield). (1) The reactants are [CH2:1]([N:8]=[C:9]=[O:10])[CH2:2][CH2:3][CH2:4][CH2:5][CH2:6][CH3:7].[CH2:11]([O:13][C@@H:14]([CH2:18][C:19]1[CH:24]=[CH:23][C:22]([C:25]2[S:29][C:28]([NH:30][CH3:31])=[N:27][CH:26]=2)=[CH:21][CH:20]=1)[C:15]([O-:17])=[O:16])[CH3:12].Cl[CH2:33]Cl. The catalyst is O. The product is [CH2:11]([O:13][C@@H:14]([CH2:18][C:19]1[CH:20]=[CH:21][C:22]([C:25]2[S:29][C:28]([N:30]([CH3:31])[C:9]([NH:8][CH2:1][CH2:2][CH2:3][CH2:4][CH2:5][CH2:6][CH3:7])=[O:10])=[N:27][CH:26]=2)=[CH:23][CH:24]=1)[C:15]([O:17][CH3:33])=[O:16])[CH3:12]. The yield is 0.300. (2) The reactants are [CH3:1][C:2]1[O:6][N:5]=[C:4]([C:7]2[CH:12]=[CH:11][N:10]=[CH:9][N:8]=2)[C:3]=1[CH2:13][O:14][C:15]1[CH:23]=[CH:22][C:18]([C:19]([OH:21])=O)=[CH:17][N:16]=1.[NH:24]1[CH2:29][CH2:28][O:27][CH2:26][CH2:25]1. No catalyst specified. The product is [CH3:1][C:2]1[O:6][N:5]=[C:4]([C:7]2[CH:12]=[CH:11][N:10]=[CH:9][N:8]=2)[C:3]=1[CH2:13][O:14][C:15]1[N:16]=[CH:17][C:18]([C:19]([N:24]2[CH2:29][CH2:28][O:27][CH2:26][CH2:25]2)=[O:21])=[CH:22][CH:23]=1. The yield is 0.700. (3) The reactants are [CH3:1][C@@H:2]1[CH2:7][CH2:6][C@H:5]([O:8][C:9]2[C:10]([C:21]([F:24])([F:23])[F:22])=[C:11]3[C:16](=[CH:17][CH:18]=2)[CH:15]=[C:14]([CH:19]=O)[CH:13]=[CH:12]3)[CH2:4][CH2:3]1.Cl.[NH:26]1[CH2:31][CH2:30][CH2:29][CH:28]([CH2:32][C:33]([OH:35])=[O:34])[CH2:27]1.C(O[BH-](OC(=O)C)OC(=O)C)(=O)C.[Na+].C(O)(=O)C. The catalyst is C1COCC1.CO.CS(C)=O. The product is [CH3:1][C@@H:2]1[CH2:3][CH2:4][C@H:5]([O:8][C:9]2[C:10]([C:21]([F:22])([F:23])[F:24])=[C:11]3[C:16](=[CH:17][CH:18]=2)[CH:15]=[C:14]([CH2:19][N:26]2[CH2:31][CH2:30][CH2:29][CH:28]([CH2:32][C:33]([OH:35])=[O:34])[CH2:27]2)[CH:13]=[CH:12]3)[CH2:6][CH2:7]1. The yield is 0.480.